This data is from Reaction yield outcomes from USPTO patents with 853,638 reactions. The task is: Predict the reaction yield, written as a fraction of the theoretical maximum amount of product (1.0 means a 100% yield; for example, 0.34 means a 34% yield). (1) The reactants are [Br:1]Br.[Cl:3][C:4]1[CH:9]=[CH:8][C:7]([C:10]([C:12]2[CH:13]=[N:14][C:15]([NH:18][CH3:19])=[CH:16][CH:17]=2)=[O:11])=[CH:6][CH:5]=1.C([O-])(O)=O.[Na+]. The catalyst is C(O)(=O)C. The product is [Br:1][C:16]1[CH:17]=[C:12]([C:10]([C:7]2[CH:6]=[CH:5][C:4]([Cl:3])=[CH:9][CH:8]=2)=[O:11])[CH:13]=[N:14][C:15]=1[NH:18][CH3:19]. The yield is 0.620. (2) No catalyst specified. The product is [Cl:17][C:3]1[C:2]([NH:24][CH2:23][C:22]2[CH:25]=[CH:26][C:19]([F:18])=[CH:20][CH:21]=2)=[CH:7][CH:6]=[C:5]([CH3:8])[C:4]=1[NH:9][C:10](=[O:16])[CH2:11][C:12]([CH3:15])([CH3:14])[CH3:13]. The yield is 0.620. The reactants are Br[C:2]1[C:3]([Cl:17])=[C:4]([NH:9][C:10](=[O:16])[CH2:11][C:12]([CH3:15])([CH3:14])[CH3:13])[C:5]([CH3:8])=[CH:6][CH:7]=1.[F:18][C:19]1[CH:26]=[CH:25][C:22]([CH2:23][NH2:24])=[CH:21][CH:20]=1. (3) The reactants are [NH:1]([C:8]([C@@H:10]1[CH2:15][CH2:14][CH2:13][CH2:12][C@@H:11]1[C:16]([OH:18])=O)=[O:9])[C:2]1[CH:7]=[CH:6][CH:5]=[CH:4][CH:3]=1.C([N:21]([CH2:24][CH3:25])[CH2:22][CH3:23])C.CCOC(OC(O[CH2:35][CH3:36])=O)=O.C(=O)([O-])O.[Na+]. The catalyst is CN(C=O)C. The product is [C:2]1([NH:1][C:8]([C@H:10]2[CH2:15][CH2:14][CH2:13][CH2:12][C@H:11]2[C:16]([N:21]2[C@@H:22]3[C@@H:23]([C@H:8]([C:36]4[CH:35]=[CH:15][CH:10]=[CH:11][CH:12]=4)[NH:1][C:2]4[CH:7]=[CH:6][CH:5]=[CH:4][C:3]=43)[CH2:25][CH2:24]2)=[O:18])=[O:9])[CH:3]=[CH:4][CH:5]=[CH:6][CH:7]=1. The yield is 0.450. (4) The reactants are NC1C=CC=C(C(N)=O)C=1.[NH:11]1[C:19]2[CH:18]=[CH:17][CH:16]=[C:15]([C:20]([NH2:22])=[O:21])[C:14]=2[C:13](=[O:23])[C:12]1=[O:24].[CH:25]1[C:30]([NH:31][NH2:32])=[CH:29][CH:28]=[C:27]([S:33]([NH2:36])(=[O:35])=[O:34])[CH:26]=1.Cl. No catalyst specified. The product is [NH:11]1[C:19]2[CH:18]=[CH:17][CH:16]=[C:15]([C:20]([NH2:22])=[O:21])[C:14]=2[C:13](=[O:23])[C:12]1=[O:24].[O:24]=[C:12]1[C:13](=[N:32][NH:31][C:30]2[CH:29]=[CH:28][C:27]([S:33](=[O:35])(=[O:34])[NH2:36])=[CH:26][CH:25]=2)[C:14]2[C:15]([C:20]([NH2:22])=[O:21])=[CH:16][CH:17]=[CH:18][C:19]=2[NH:11]1. The yield is 0.0300. (5) The reactants are Cl[C:2]1[CH:7]=[CH:6][N:5]=[CH:4][C:3]=1[NH:8][C:9]1[N:13]2[N:14]=[C:15]([C:18]3[C:23]([F:24])=[CH:22][CH:21]=[CH:20][C:19]=3[F:25])[CH:16]=[CH:17][C:12]2=[CH:11][N:10]=1.CC1(C)C(C)(C)OB([C:34]2[CH:35]=[C:36]([CH:38]=[CH:39][CH:40]=2)[NH2:37])O1.P([O-])([O-])([O-])=O.[K+].[K+].[K+]. The catalyst is O1CCOCC1.O.C1C=CC([P]([Pd]([P](C2C=CC=CC=2)(C2C=CC=CC=2)C2C=CC=CC=2)([P](C2C=CC=CC=2)(C2C=CC=CC=2)C2C=CC=CC=2)[P](C2C=CC=CC=2)(C2C=CC=CC=2)C2C=CC=CC=2)(C2C=CC=CC=2)C2C=CC=CC=2)=CC=1. The product is [NH2:37][C:36]1[CH:35]=[C:34]([C:2]2[CH:7]=[CH:6][N:5]=[CH:4][C:3]=2[NH:8][C:9]2[N:13]3[N:14]=[C:15]([C:18]4[C:23]([F:24])=[CH:22][CH:21]=[CH:20][C:19]=4[F:25])[CH:16]=[CH:17][C:12]3=[CH:11][N:10]=2)[CH:40]=[CH:39][CH:38]=1. The yield is 0.0300. (6) The reactants are [C:1]([C:3]1[CH:8]=[CH:7][CH:6]=[CH:5][C:4]=1[C:9]1[CH:14]=[CH:13][C:12]([CH2:15][CH:16]([C:21](=O)[CH2:22][CH2:23][CH2:24][CH3:25])[C:17](OC)=[O:18])=[C:11]([F:27])[CH:10]=1)#[N:2].[O:28]1[C:32]2([CH2:37][CH2:36][CH:35]([NH:38][C:39]3[NH:43][CH:42]=[N:41][N:40]=3)[CH2:34][CH2:33]2)[O:31][CH2:30][CH2:29]1.N12CCCN=C1CCCCC2.C(N(CC)C1C=CC=CC=1)C. The catalyst is Cl. The product is [CH2:22]([C:21]1[N:40]2[N:41]=[CH:42][N:43]=[C:39]2[N:38]([CH:35]2[CH2:34][CH2:33][C:32]3([O:28][CH2:29][CH2:30][O:31]3)[CH2:37][CH2:36]2)[C:17](=[O:18])[C:16]=1[CH2:15][C:12]1[CH:13]=[CH:14][C:9]([C:4]2[C:3]([C:1]#[N:2])=[CH:8][CH:7]=[CH:6][CH:5]=2)=[CH:10][C:11]=1[F:27])[CH2:23][CH2:24][CH3:25]. The yield is 0.600. (7) The reactants are [CH:1]([C:3]1[N:7]([CH3:8])[N:6]=[C:5]([C:9]2[CH:14]=[CH:13][C:12]([O:15]C)=[CH:11][CH:10]=2)[C:4]=1[C:17]1[C:18]([CH3:27])=[C:19]([C:23]([O:25]C)=[O:24])[O:20][C:21]=1[CH3:22])=[O:2].B(Br)(Br)Br. The catalyst is C(Cl)Cl. The product is [CH:1]([C:3]1[N:7]([CH3:8])[N:6]=[C:5]([C:9]2[CH:14]=[CH:13][C:12]([OH:15])=[CH:11][CH:10]=2)[C:4]=1[C:17]1[C:18]([CH3:27])=[C:19]([C:23]([OH:25])=[O:24])[O:20][C:21]=1[CH3:22])=[O:2]. The yield is 0.750. (8) The reactants are [NH2:1][C:2]1[CH:7]=[CH:6][C:5]([OH:8])=[CH:4][CH:3]=1.S([O-])([O-])(=O)=O.[Mg+2].O[C:16]([CH3:20])([CH3:19])[C:17]#[N:18]. No catalyst specified. The product is [OH:8][C:5]1[CH:6]=[CH:7][C:2]([NH:1][C:16]([CH3:20])([CH3:19])[C:17]#[N:18])=[CH:3][CH:4]=1. The yield is 0.740. (9) The reactants are Br[CH:2]([CH3:12])[C:3]([C:5]1[CH:10]=[CH:9][CH:8]=[C:7]([Cl:11])[CH:6]=1)=[O:4].[C:13]([NH2:17])([CH3:16])([CH3:15])[CH3:14].CCCCCC.C(OCC)(=O)C. The catalyst is C(#N)C. The product is [C:13]([NH:17][CH:2]([CH3:12])[C:3]([C:5]1[CH:10]=[CH:9][CH:8]=[C:7]([Cl:11])[CH:6]=1)=[O:4])([CH3:16])([CH3:15])[CH3:14]. The yield is 1.00. (10) The reactants are [N:1]1[CH:6]=[CH:5][CH:4]=[C:3]([C:7]2[S:8][CH:9]=[C:10]([CH:12]=[O:13])[N:11]=2)[CH:2]=1.[BH4-].[Na+]. The catalyst is C1COCC1.CO. The product is [N:1]1[CH:6]=[CH:5][CH:4]=[C:3]([C:7]2[S:8][CH:9]=[C:10]([CH2:12][OH:13])[N:11]=2)[CH:2]=1. The yield is 0.310.